From a dataset of Experimentally validated miRNA-target interactions with 360,000+ pairs, plus equal number of negative samples. Binary Classification. Given a miRNA mature sequence and a target amino acid sequence, predict their likelihood of interaction. (1) The miRNA is rno-miR-152-3p with sequence UCAGUGCAUGACAGAACUUGG. The protein sequence of the target gene is MEGTEAAAAKPAGGSPQGPKTGSGTASPVEGTSAVEWSGPEPQLDNGHPPRPWPCPQENRTSSLMAPQPPRVWGVQLQGPSVLESKVRALKEKMTVAKQGVSPCSASQEWSSPKKPQCRRGKAGRAGTPSEGSFLPGAVVAPRTQNLPDGQLDGSINEEQPARDGGPRLPRPPAPGREYCNRGSPWPPEAEWTLPDHDRGPLLGPSSLQQSPIHGVTPGRPGGPGHCNKIIHIPSPRTGRSYPFPDGVVTEADLDSTSLTSEEVFVPRTALLGERWRAGDLEALGAGSSVLSLSDRVERN.... Result: 0 (no interaction). (2) The miRNA is mmu-miR-3074-5p with sequence GUUCCUGCUGAACUGAGCCAGU. The protein sequence of the target gene is MAKVNTQCSQPSPTQLSIKNADRDLDHVENGLGRVSRLIISIRAWASRHLHDEDQTPDSFLDRFHGSELKEVSTRESNAQPNPGEQKPPDGGEGRKEEPIVVDPSSNIYYRWLTAIALPVFYNWCLLVCRACFDELQSEHLTLWLVLDYSADVLYVLDMLVRARTGFLEQGLMVRDTKRLWKHYTKTLHFKLDILSLIPTDLAYLKLGVNYPELRFNRLLKFSRLFEFFDRTETRTNYPNVFRIGNLVLYTLIIIHWNACIYFAISKFIGFGTDSWVYPNTSKPEYARLSRKYIYSLYWS.... Result: 1 (interaction). (3) The miRNA is hsa-miR-548ar-3p with sequence UAAAACUGCAGUUAUUUUUGC. The protein sequence of the target gene is MAEEMESSLEASFSSSGAVSGASGFLPPARSRIFKIIVIGDSNVGKTCLTYRFCAGRFPDRTEATIGVDFRERAVEIDGERIKIQLWDTAGQERFRKSMVQHYYRNVHAVVFVYDMTNMASFHSLPSWIEECKQHLLANDIPRILVGNKCDLRSAIQVPTDLAQKFADTHSMPLFETSAKNPNDNDHVEAIFMTLAHKLKSHKPLMLSQPPDNGIILKPEPKPAMTCWC. Result: 1 (interaction). (4) The miRNA is hsa-miR-6514-3p with sequence CUGCCUGUUCUUCCACUCCAG. The protein sequence of the target gene is MASTGASRSLAASPRPPQGRSSRQDKYSVLLPTYNERENLPLIVWLLVKSFSESAINYEIIIIDDGSPDGTREVAEQLAEIYGPDRILLRPREKKLGLGTAYIHGIKHATGNYVIIMDADLSHHPKFIPEFIRKQKEGNFDIVSGTRYKGNGGVYGWDLKRKIISRGANFITQILLRPGASDLTGSFRLYRKEVLQKLIEKCVSKGYVFQMEMIVRARQMNYTIGEVPISFVDRVYGESKLGGNEIVSFLKGLLTLFATT. Result: 0 (no interaction). (5) The miRNA is mmu-miR-10a-3p with sequence CAAAUUCGUAUCUAGGGGAAUA. The protein sequence of the target gene is MASSPWGCVCGLLLLLLPLLGTGPALGRGFPRPLENSEIPMIPGAHPKGSVGSEPQAFDVFPENPRADSHRNSDVRHAPAEEMPEKPVASPLGPALYGPKAAQGAQRERLPVTDDLQMAQGPSSHGWTGPLDSQELLQQEAVAPHPVGHPHLTFIPTTPRRQLRVATVPPSLQHEGQEGQWPPRDEGLKAKTKSRVPPTSPSDHQGPPHTLVSHSGTVKRPVLEGQGGFEEHLQEAAQGPHFTQQDPAAPDVGSVPPVEVVYSQEPGAQPDLALARSLPPAEELPVETPKRAGAEVSWEV.... Result: 0 (no interaction). (6) The miRNA is mmu-miR-5133 with sequence GCUGGAGCUGCGGCAGCGCAG. The protein sequence of the target gene is MTSTGKDGGGAQHAQYVGPYRLEKTLGKGQTGLVKLGIHCVTCQKVAIKIVNREKLSESVLMKVEREIAILKLIEHPHVLKLHDVYENKKYLYLVLEHVSGGELFDYLVKKGRLTPKEARKFFRQIISALDFCHSHSICHRDLKPENLLLDERNNIRIADFGMASLQVGDSLLETSCGSPHYACPEVIRGEKYDGRKADVWSCGVILFALLVGALPFDDDNLRQLLEKVKRGVFHMPHFIPPDCQSLLRGMIEVDAARRLTLEHIQKHIWYIGGKNEPEPEQPIPRKVQIRSLPSLEDID.... Result: 0 (no interaction). (7) The protein sequence of the target gene is MAVMEVACPGTPGSAVGQQKELAKAKEKTQSLGKKQSCIFKLEAVEKSPVFCGKWEILNDVITKGTAKDGSEGGPPAISIIAQAECENSQEFSPTFSERIFIAGSQQYSQSESLDQIPNNVAHATEGKMARVCRRGKRHGKARKKRRKKRSKSLAQAGVALAKPLPRTPEQESCTIPVQEDESPLGNLYARNVSQFTKPLGGPGLGHLCFKKQDEGLRPVLPRPELHKLISPLQCLNHVWKLHHPQATGPRPHPTHPFPYSGMPHPFPFYPLEPWKPYMLDSAVLDKLAGVSGQRPLPGP.... The miRNA is hsa-miR-518e-5p with sequence CUCUAGAGGGAAGCGCUUUCUG. Result: 0 (no interaction).